This data is from NCI-60 drug combinations with 297,098 pairs across 59 cell lines. The task is: Regression. Given two drug SMILES strings and cell line genomic features, predict the synergy score measuring deviation from expected non-interaction effect. (1) Drug 1: C1CCC(CC1)NC(=O)N(CCCl)N=O. Drug 2: CCC1(CC2CC(C3=C(CCN(C2)C1)C4=CC=CC=C4N3)(C5=C(C=C6C(=C5)C78CCN9C7C(C=CC9)(C(C(C8N6C)(C(=O)OC)O)OC(=O)C)CC)OC)C(=O)OC)O.OS(=O)(=O)O. Cell line: NCI-H460. Synergy scores: CSS=11.6, Synergy_ZIP=-5.50, Synergy_Bliss=-4.72, Synergy_Loewe=-22.7, Synergy_HSA=-4.69. (2) Drug 1: C1=C(C(=O)NC(=O)N1)F. Drug 2: CC1CCC2CC(C(=CC=CC=CC(CC(C(=O)C(C(C(=CC(C(=O)CC(OC(=O)C3CCCCN3C(=O)C(=O)C1(O2)O)C(C)CC4CCC(C(C4)OC)O)C)C)O)OC)C)C)C)OC. Cell line: HCC-2998. Synergy scores: CSS=28.1, Synergy_ZIP=-13.1, Synergy_Bliss=-20.4, Synergy_Loewe=-14.1, Synergy_HSA=-14.1.